Regression/Classification. Given a drug SMILES string, predict its absorption, distribution, metabolism, or excretion properties. Task type varies by dataset: regression for continuous measurements (e.g., permeability, clearance, half-life) or binary classification for categorical outcomes (e.g., BBB penetration, CYP inhibition). Dataset: cyp3a4_substrate_carbonmangels. From a dataset of CYP3A4 substrate classification data from Carbon-Mangels et al.. (1) The drug is COCCCC/C(=N/OCCN)c1ccc(C(F)(F)F)cc1. The result is 0 (non-substrate). (2) The drug is CN1C[C@H](C(=O)N[C@]2(C)O[C@@]3(O)[C@@H]4CCCN4C(=O)[C@H](Cc4ccccc4)N3C2=O)C[C@@H]2c3cccc4[nH]cc(c34)C[C@H]21. The result is 1 (substrate). (3) The compound is CCN1C(=O)N[C@H](c2ccccc2)C1=O. The result is 0 (non-substrate). (4) The drug is CCc1nc(N)nc(N)c1-c1ccc(Cl)cc1. The result is 0 (non-substrate). (5) The drug is CN1C(=O)CN=C(c2ccccc2F)c2cc([N+](=O)[O-])ccc21. The result is 1 (substrate).